Dataset: Forward reaction prediction with 1.9M reactions from USPTO patents (1976-2016). Task: Predict the product of the given reaction. (1) The product is: [NH:15]1[N:16]2[CH2:10][CH2:9][CH2:8][CH2:7][CH2:6][C:5]2=[CH:4][C:3]1=[O:2]. Given the reactants C[O:2][C:3](=O)[CH2:4][C:5](=O)[CH2:6][CH2:7][CH2:8][CH2:9][CH2:10]Br.O.[NH2:15][NH2:16], predict the reaction product. (2) Given the reactants N1C=CC=CC=1.[NH2:7][C@@H:8]([C:16]([OH:18])=[O:17])[CH2:9][C:10]1[CH:15]=[CH:14][CH:13]=[CH:12][CH:11]=1.C[Si](Cl)(C)C.[C:24](Cl)(=[O:36])[CH2:25][CH2:26][CH2:27][CH2:28][CH2:29][CH2:30][CH2:31][CH2:32][CH2:33][CH2:34][CH3:35], predict the reaction product. The product is: [C:24]([NH:7][C@@H:8]([C:16]([OH:18])=[O:17])[CH2:9][C:10]1[CH:15]=[CH:14][CH:13]=[CH:12][CH:11]=1)(=[O:36])[CH2:25][CH2:26][CH2:27][CH2:28][CH2:29][CH2:30][CH2:31][CH2:32][CH2:33][CH2:34][CH3:35]. (3) Given the reactants [C:1]1([S:7]([C:10]2[CH:11]=[C:12]3[C:17](=[CH:18][CH:19]=2)[C:16]([CH2:20][NH2:21])=[CH:15][CH:14]=[CH:13]3)(=[O:9])=[O:8])[CH:6]=[CH:5][CH:4]=[CH:3][CH:2]=1.CS[C:24]1[NH:28][C:27](=[O:29])[CH2:26][N:25]=1.[OH-].[Na+], predict the reaction product. The product is: [C:1]1([S:7]([C:10]2[CH:11]=[C:12]3[C:17](=[CH:18][CH:19]=2)[C:16]([CH2:20][NH:21][C:24]2[NH:28][C:27](=[O:29])[CH2:26][N:25]=2)=[CH:15][CH:14]=[CH:13]3)(=[O:9])=[O:8])[CH:2]=[CH:3][CH:4]=[CH:5][CH:6]=1. (4) Given the reactants Br[C:2]1[CH:3]=[C:4]([CH:34]=[CH:35][CH:36]=1)[C:5]([NH:7][C:8]1[CH:13]=[C:12]([C:14]2[N:15]=[C:16]3[N:21]([CH:22]=2)[N:20]=[C:19]([C:23]2[C:24]([C:29]([F:32])([F:31])[F:30])=[N:25][CH:26]=[CH:27][CH:28]=2)[CH:18]=[CH:17]3)[CH:11]=[CH:10][C:9]=1[CH3:33])=[O:6].[C:37]([O:41][CH2:42][CH3:43])(=[O:40])[CH:38]=[CH2:39].C1(C)C=CC=CC=1P(C1C=CC=CC=1C)C1C=CC=CC=1C.CCN(C(C)C)C(C)C, predict the reaction product. The product is: [CH2:42]([O:41][C:37](=[O:40])[CH:38]=[CH:39][C:2]1[CH:36]=[CH:35][CH:34]=[C:4]([C:5](=[O:6])[NH:7][C:8]2[CH:13]=[C:12]([C:14]3[N:15]=[C:16]4[N:21]([CH:22]=3)[N:20]=[C:19]([C:23]3[C:24]([C:29]([F:32])([F:31])[F:30])=[N:25][CH:26]=[CH:27][CH:28]=3)[CH:18]=[CH:17]4)[CH:11]=[CH:10][C:9]=2[CH3:33])[CH:3]=1)[CH3:43]. (5) Given the reactants [NH2:1][C:2]1([CH2:18][C:19]([O:21][CH2:22][CH3:23])=[O:20])[CH2:9][CH:8]2[N:10]([CH2:11][C:12]3[CH:17]=[CH:16][CH:15]=[CH:14][CH:13]=3)[CH:4]([CH2:5][O:6][CH2:7]2)[CH2:3]1.[CH3:24][C:25]([O:28][C:29](O[C:29]([O:28][C:25]([CH3:27])([CH3:26])[CH3:24])=[O:30])=[O:30])([CH3:27])[CH3:26], predict the reaction product. The product is: [CH2:11]([N:10]1[CH:8]2[CH2:9][C:2]([CH2:18][C:19]([O:21][CH2:22][CH3:23])=[O:20])([NH:1][C:29]([O:28][C:25]([CH3:27])([CH3:26])[CH3:24])=[O:30])[CH2:3][CH:4]1[CH2:5][O:6][CH2:7]2)[C:12]1[CH:13]=[CH:14][CH:15]=[CH:16][CH:17]=1. (6) Given the reactants C[Si]([N-][Si](C)(C)C)(C)C.[Na+].[CH2:23]([O:18][C:19]1[CH:26]=[CH:25][C:22]([CH:23]=[O:18])=[CH:21][CH:20]=1)[C:22]1[CH:25]=[CH:26][CH:19]=[CH:20][CH:21]=1.[CH3:27][O:28][CH2:29][C:30]([O:32][CH3:33])=[O:31].Cl.N1C=CC=CC=1.FC(F)(F)C(OC(=O)C(F)(F)F)=O, predict the reaction product. The product is: [OH:18][C:19]1[CH:20]=[CH:21][C:22]([CH2:23][CH:29]([O:28][CH3:27])[C:30]([O:32][CH3:33])=[O:31])=[CH:25][CH:26]=1.